This data is from Forward reaction prediction with 1.9M reactions from USPTO patents (1976-2016). The task is: Predict the product of the given reaction. Given the reactants [Br:1][C:2]1[CH:3]=[C:4]([C:8]2[C:9]3[CH:23]=[CH:22][NH:21][C:10]=3[N:11]=[C:12]([C:14]3[CH:19]=[CH:18][CH:17]=[C:16](C)[N:15]=3)[N:13]=2)[CH:5]=[N:6][CH:7]=1.IC1C2C=CNC=2N=C(C2C=CC=C(C)N=2)N=1.IC1C2C=CNC=2N=C(C2C=CC=CN=2)N=1, predict the reaction product. The product is: [Br:1][C:2]1[CH:3]=[C:4]([C:8]2[C:9]3[CH:23]=[CH:22][NH:21][C:10]=3[N:11]=[C:12]([C:14]3[CH:19]=[CH:18][CH:17]=[CH:16][N:15]=3)[N:13]=2)[CH:5]=[N:6][CH:7]=1.